This data is from Forward reaction prediction with 1.9M reactions from USPTO patents (1976-2016). The task is: Predict the product of the given reaction. (1) Given the reactants [CH2:1]([CH:8]1[N:13]([C:14]([C:16]2[CH:20]=[CH:19][N:18]([C:21]3[CH:26]=[CH:25][C:24]([N+:27]([O-])=O)=[CH:23][CH:22]=3)[C:17]=2[CH3:30])=[O:15])[CH2:12][CH2:11][N:10]([C:31]([O:33][C:34]([CH3:37])([CH3:36])[CH3:35])=[O:32])[CH2:9]1)[C:2]1[CH:7]=[CH:6][CH:5]=[CH:4][CH:3]=1, predict the reaction product. The product is: [NH2:27][C:24]1[CH:25]=[CH:26][C:21]([N:18]2[CH:19]=[CH:20][C:16]([C:14]([N:13]3[CH2:12][CH2:11][N:10]([C:31]([O:33][C:34]([CH3:35])([CH3:37])[CH3:36])=[O:32])[CH2:9][CH:8]3[CH2:1][C:2]3[CH:3]=[CH:4][CH:5]=[CH:6][CH:7]=3)=[O:15])=[C:17]2[CH3:30])=[CH:22][CH:23]=1. (2) Given the reactants Br[C:2]1[CH:7]=[CH:6][C:5]([Cl:8])=[C:4]([CH2:9][C:10]2[CH:15]=[CH:14][C:13]([O:16][CH2:17][CH2:18][O:19][CH:20]3[CH2:25][CH2:24][CH2:23][CH2:22][CH2:21]3)=[CH:12][CH:11]=2)[CH:3]=1.[Li]CCCC.C[Si](C)(C)[O:33][C@@H:34]1[C@@H:39]([O:40][Si](C)(C)C)[C@H:38]([O:45][Si](C)(C)C)[C@@H:37]([CH2:50][O:51][Si](C)(C)C)[O:36][C:35]1=O.[SiH](CC)(CC)CC.B(F)(F)F.CCOCC, predict the reaction product. The product is: [Cl:8][C:5]1[CH:6]=[CH:7][C:2]([C@H:35]2[C@H:34]([OH:33])[C@@H:39]([OH:40])[C@H:38]([OH:45])[C@@H:37]([CH2:50][OH:51])[O:36]2)=[CH:3][C:4]=1[CH2:9][C:10]1[CH:15]=[CH:14][C:13]([O:16][CH2:17][CH2:18][O:19][CH:20]2[CH2:25][CH2:24][CH2:23][CH2:22][CH2:21]2)=[CH:12][CH:11]=1. (3) Given the reactants [CH3:1][O:2][C:3]1[CH:8]=[CH:7][CH:6]=[CH:5][C:4]=1[C:9]1[N:14]=[CH:13][N:12]=[C:11]([NH2:15])[CH:10]=1.CCN(C(C)C)C(C)C.Cl[C:26](OC1C=CC=CC=1)=[O:27].[CH3:35][N:36]([CH3:40])[CH2:37][CH2:38][NH2:39], predict the reaction product. The product is: [CH3:35][N:36]([CH3:40])[CH2:37][CH2:38][NH:39][C:26]([NH:15][C:11]1[CH:10]=[C:9]([C:4]2[CH:5]=[CH:6][CH:7]=[CH:8][C:3]=2[O:2][CH3:1])[N:14]=[CH:13][N:12]=1)=[O:27].